From a dataset of NCI-60 drug combinations with 297,098 pairs across 59 cell lines. Regression. Given two drug SMILES strings and cell line genomic features, predict the synergy score measuring deviation from expected non-interaction effect. (1) Drug 1: CS(=O)(=O)CCNCC1=CC=C(O1)C2=CC3=C(C=C2)N=CN=C3NC4=CC(=C(C=C4)OCC5=CC(=CC=C5)F)Cl. Drug 2: C1CN(P(=O)(OC1)NCCCl)CCCl. Cell line: NCI-H522. Synergy scores: CSS=5.33, Synergy_ZIP=0.665, Synergy_Bliss=3.26, Synergy_Loewe=-1.02, Synergy_HSA=1.72. (2) Drug 1: C1=CN(C(=O)N=C1N)C2C(C(C(O2)CO)O)O.Cl. Drug 2: C1CN(P(=O)(OC1)NCCCl)CCCl. Cell line: A549. Synergy scores: CSS=35.0, Synergy_ZIP=2.50, Synergy_Bliss=4.06, Synergy_Loewe=-40.3, Synergy_HSA=1.86.